This data is from Reaction yield outcomes from USPTO patents with 853,638 reactions. The task is: Predict the reaction yield, written as a fraction of the theoretical maximum amount of product (1.0 means a 100% yield; for example, 0.34 means a 34% yield). The reactants are [C:1]1([C@@H:13]2[CH2:18][CH2:17][C@H:16]([CH:19]=O)[CH2:15][CH2:14]2)[N:2]=[N:3][N:4]2[C:9]=1[C:8]1[CH:10]=[CH:11][NH:12][C:7]=1[N:6]=[CH:5]2.Cl.[OH:22][CH:23]1[CH2:26][NH:25][CH2:24]1.B.N1C=CC=CC=1C.O. The catalyst is CO.O1CCCC1.C(O)(=O)C. The product is [C:1]1([C@@H:13]2[CH2:18][CH2:17][C@H:16]([CH2:19][N:25]3[CH2:26][CH:23]([OH:22])[CH2:24]3)[CH2:15][CH2:14]2)[N:2]=[N:3][N:4]2[C:9]=1[C:8]1[CH:10]=[CH:11][NH:12][C:7]=1[N:6]=[CH:5]2. The yield is 0.310.